Dataset: Full USPTO retrosynthesis dataset with 1.9M reactions from patents (1976-2016). Task: Predict the reactants needed to synthesize the given product. Given the product [CH3:17][O:18][C:19](=[O:39])[CH2:20][CH2:21][C:22]1[CH:27]=[CH:26][C:25]([O:28][CH2:29][CH2:30][CH:31]([O:16][C:6]2[CH:5]=[CH:4][C:3]([CH2:1][CH3:2])=[CH:8][C:7]=2[C:9]([C:11]2[S:12][CH:13]=[CH:14][CH:15]=2)=[O:10])[CH3:32])=[CH:24][C:23]=1[CH3:38], predict the reactants needed to synthesize it. The reactants are: [CH2:1]([C:3]1[CH:4]=[CH:5][C:6]([OH:16])=[C:7]([C:9]([C:11]2[S:12][CH:13]=[CH:14][CH:15]=2)=[O:10])[CH:8]=1)[CH3:2].[CH3:17][O:18][C:19](=[O:39])[CH2:20][CH2:21][C:22]1[CH:27]=[CH:26][C:25]([O:28][CH2:29][CH2:30][CH:31](OS(C)(=O)=O)[CH3:32])=[CH:24][C:23]=1[CH3:38].C([O-])([O-])=O.[Cs+].[Cs+].Cl.